Dataset: Forward reaction prediction with 1.9M reactions from USPTO patents (1976-2016). Task: Predict the product of the given reaction. (1) Given the reactants [CH2:1]([O:3][C:4]1[CH:9]=[CH:8][C:7]([N:10]([CH3:33])[C:11]2[C:20]3[C:15](=[CH:16][CH:17]=[CH:18][CH:19]=3)[N:14]=[C:13]([CH2:21][N:22]3C(=O)C4C(=CC=CC=4)C3=O)[N:12]=2)=[C:6]([F:34])[CH:5]=1)[CH3:2].ClCC1N=C(N(C2C=CC(OCC)=CC=2F)C)C2C(=CC=CC=2)N=1.C1(=O)NC(=O)C2=CC=CC=C12.[K], predict the reaction product. The product is: [NH2:22][CH2:21][C:13]1[N:12]=[C:11]([N:10]([C:7]2[CH:8]=[CH:9][C:4]([O:3][CH2:1][CH3:2])=[CH:5][C:6]=2[F:34])[CH3:33])[C:20]2[C:15](=[CH:16][CH:17]=[CH:18][CH:19]=2)[N:14]=1. (2) Given the reactants [CH2:1]([N:8]1[CH2:12][CH2:11][CH:10]([CH:13]([NH:16][CH2:17][C:18]2[CH:23]=[CH:22][CH:21]=[CH:20][CH:19]=2)[CH2:14][F:15])[C:9]1=O)[C:2]1[CH:7]=[CH:6][CH:5]=[CH:4][CH:3]=1.[H-].[Al+3].[Li+].[H-].[H-].[H-], predict the reaction product. The product is: [CH2:17]([NH:16][CH:13]([CH:10]1[CH2:11][CH2:12][N:8]([CH2:1][C:2]2[CH:7]=[CH:6][CH:5]=[CH:4][CH:3]=2)[CH2:9]1)[CH2:14][F:15])[C:18]1[CH:19]=[CH:20][CH:21]=[CH:22][CH:23]=1. (3) Given the reactants [N:1]1[CH:6]=[CH:5][CH:4]=[C:3]([O:7][C:8]#[C:9][C:10]2[CH:15]=[CH:14][CH:13]=[CH:12][CH:11]=2)[CH:2]=1.[CH2:16](OC1C=CC(C=O)=CC=1)C1C=CC=CC=1, predict the reaction product. The product is: [N:1]1[CH:2]=[CH:16][C:4]([CH2:3][O:7][C:8]#[C:9][C:10]2[CH:11]=[CH:12][CH:13]=[CH:14][CH:15]=2)=[CH:5][CH:6]=1. (4) Given the reactants [F:8][C:7]([F:10])([F:9])[C:6](O[C:6](=[O:11])[C:7]([F:10])([F:9])[F:8])=[O:11].[NH2:14][C:15]1[CH:23]=[C:22]2[C:18]([CH2:19][CH2:20][C:21]2=[O:24])=[CH:17][C:16]=1[C:25]#[C:26][CH2:27][CH2:28][CH2:29][CH3:30], predict the reaction product. The product is: [F:10][C:7]([F:8])([F:9])[C:6]([NH:14][C:15]1[CH:23]=[C:22]2[C:18](=[CH:17][C:16]=1[C:25]#[C:26][CH2:27][CH2:28][CH2:29][CH3:30])[CH2:19][CH2:20][C:21]2=[O:24])=[O:11]. (5) Given the reactants [C:1]([O:5][C:6]([N:8]1[CH2:13][CH2:12][CH:11]([N:14]([CH:24]2[CH2:26][CH2:25]2)[C:15](=[O:23])[C:16]2[CH:21]=[CH:20][C:19](I)=[CH:18][CH:17]=2)[CH2:10][CH2:9]1)=[O:7])([CH3:4])([CH3:3])[CH3:2].C[O:28][C:29]([C:31]1[CH:36]=[CH:35][C:34](B(O)O)=[CH:33][N:32]=1)=[O:30], predict the reaction product. The product is: [C:1]([O:5][C:6]([N:8]1[CH2:13][CH2:12][CH:11]([N:14]([CH:24]2[CH2:26][CH2:25]2)[C:15]([C:16]2[CH:21]=[CH:20][C:19]([C:34]3[CH:35]=[CH:36][C:31]([C:29]([OH:30])=[O:28])=[N:32][CH:33]=3)=[CH:18][CH:17]=2)=[O:23])[CH2:10][CH2:9]1)=[O:7])([CH3:4])([CH3:3])[CH3:2].